Dataset: Forward reaction prediction with 1.9M reactions from USPTO patents (1976-2016). Task: Predict the product of the given reaction. (1) Given the reactants [CH2:1]([O:8][C:9]([N:11]1[CH2:16][CH2:15][CH:14]([F:17])[CH:13]([NH2:18])[CH2:12]1)=[O:10])[C:2]1[CH:7]=[CH:6][CH:5]=[CH:4][CH:3]=1.C1COCC1.Br[CH2:25][CH2:26][CH2:27][CH2:28][C:29](Cl)=[O:30].CCN(CC)CC, predict the reaction product. The product is: [F:17][CH:14]1[CH2:15][CH2:16][N:11]([C:9]([O:8][CH2:1][C:2]2[CH:7]=[CH:6][CH:5]=[CH:4][CH:3]=2)=[O:10])[CH2:12][CH:13]1[N:18]1[CH2:25][CH2:26][CH2:27][CH2:28][C:29]1=[O:30]. (2) Given the reactants Cl.CN.C(O)C.[CH2:7]([N:9](CC)CC)C.[C:14]12[C:20](=[CH:21][CH:22]=[CH:23][CH:24]=1)[NH:19]C(=O)O[C:15]2=[O:16], predict the reaction product. The product is: [NH2:19][C:20]1[CH:21]=[CH:22][CH:23]=[CH:24][C:14]=1[C:15]([NH:9][CH3:7])=[O:16]. (3) Given the reactants Br[C:2]1[CH:7]=[CH:6][C:5]([CH:8]([NH:10][S@@](C(C)(C)C)=O)[CH3:9])=[C:4]([O:17][CH3:18])[CH:3]=1.[Cl:19][C:20]1[CH:21]=[C:22](B(O)O)[C:23]([O:26][CH3:27])=[N:24][CH:25]=1.C(=O)([O-])[O-].[Na+].[Na+].C1(C)C=CC=CC=1, predict the reaction product. The product is: [Cl:19][C:20]1[CH:21]=[C:22]([C:2]2[CH:7]=[CH:6][C:5]([C@H:8]([NH2:10])[CH3:9])=[C:4]([O:17][CH3:18])[CH:3]=2)[C:23]([O:26][CH3:27])=[N:24][CH:25]=1.